From a dataset of Full USPTO retrosynthesis dataset with 1.9M reactions from patents (1976-2016). Predict the reactants needed to synthesize the given product. The reactants are: [CH2:1]([C:3]1[CH:12]=[C:11]2[C:6]([CH2:7][CH2:8][CH2:9][C:10]2=O)=[C:5]([F:14])[CH:4]=1)[CH3:2].CN(C)[CH:17]=[O:18].P(Br)(Br)[Br:21]. Given the product [Br:21][C:10]1[C:11]2[C:6](=[C:5]([F:14])[CH:4]=[C:3]([CH2:1][CH3:2])[CH:12]=2)[CH2:7][CH2:8][C:9]=1[CH:17]=[O:18], predict the reactants needed to synthesize it.